This data is from Reaction yield outcomes from USPTO patents with 853,638 reactions. The task is: Predict the reaction yield, written as a fraction of the theoretical maximum amount of product (1.0 means a 100% yield; for example, 0.34 means a 34% yield). (1) The reactants are F[C:2]1[CH:7]=[CH:6][C:5]([N+:8]([O-:10])=[O:9])=[CH:4][CH:3]=1.[SH:11][C:12]1[S:13][CH:14]=[CH:15][N:16]=1. No catalyst specified. The product is [S:13]1[CH:14]=[CH:15][N:16]=[C:12]1[S:11][C:2]1[CH:7]=[CH:6][C:5]([N+:8]([O-:10])=[O:9])=[CH:4][CH:3]=1. The yield is 0.770. (2) The reactants are [CH2:1]([C:6]1[CH:7]=[CH:8][C:9]([C:12]([OH:14])=O)=[N:10][CH:11]=1)[CH2:2][CH2:3][CH2:4][CH3:5].CN(C(ON1N=NC2C=CC=CC1=2)=[N+](C)C)C.[B-](F)(F)(F)F.CCN(C(C)C)C(C)C.[C:46]([O:50][C:51]([N:53]1[CH2:58][CH2:57][CH:56]([NH:59][CH2:60][C:61]2[CH:66]=[CH:65][C:64]([Br:67])=[CH:63][CH:62]=2)[CH2:55][CH2:54]1)=[O:52])([CH3:49])([CH3:48])[CH3:47]. The catalyst is C(Cl)Cl. The product is [C:46]([O:50][C:51]([N:53]1[CH2:54][CH2:55][CH:56]([N:59]([CH2:60][C:61]2[CH:66]=[CH:65][C:64]([Br:67])=[CH:63][CH:62]=2)[C:12]([C:9]2[CH:8]=[CH:7][C:6]([CH2:1][CH2:2][CH2:3][CH2:4][CH3:5])=[CH:11][N:10]=2)=[O:14])[CH2:57][CH2:58]1)=[O:52])([CH3:49])([CH3:47])[CH3:48]. The yield is 0.860.